This data is from Reaction yield outcomes from USPTO patents with 853,638 reactions. The task is: Predict the reaction yield, written as a fraction of the theoretical maximum amount of product (1.0 means a 100% yield; for example, 0.34 means a 34% yield). (1) The reactants are [Na+].[I-:2].F[B-](F)(F)F.[F:8][S:9]([F:21])([F:20])([F:19])([F:18])[C:10]1[CH:15]=[CH:14][C:13]([N+]#N)=[CH:12][CH:11]=1.[C:22]1([O:28][CH3:29])[CH:27]=[CH:26][CH:25]=[CH:24][CH:23]=1.C([O-])([O-])=O.[Na+].[Na+]. The catalyst is CC#N. The product is [I:2][C:13]1[CH:14]=[CH:15][C:10]([S:9]([F:21])([F:20])([F:19])([F:18])[F:8])=[CH:11][CH:12]=1.[CH3:29][O:28][C:22]1[CH:27]=[CH:26][CH:25]=[CH:24][C:23]=1[C:13]1[CH:14]=[CH:15][C:10]([S:9]([F:21])([F:20])([F:19])([F:18])[F:8])=[CH:11][CH:12]=1.[CH3:29][O:28][C:22]1[CH:23]=[C:24]([C:13]2[CH:14]=[CH:15][C:10]([S:9]([F:21])([F:20])([F:19])([F:18])[F:8])=[CH:11][CH:12]=2)[CH:25]=[CH:26][CH:27]=1. The yield is 0.480. (2) The reactants are [NH:1]1[CH2:9][CH2:8][CH:4]([C:5]([NH2:7])=[O:6])[CH2:3][CH2:2]1.[Cl:10][C:11]1[CH:12]=[N:13][CH:14]=[C:15]([Cl:18])[C:16]=1Cl.C(N(CC)CC)C. The catalyst is CN1C(=O)CCC1. The product is [Cl:10][C:11]1[CH:12]=[N:13][CH:14]=[C:15]([Cl:18])[C:16]=1[N:1]1[CH2:9][CH2:8][CH:4]([C:5]([NH2:7])=[O:6])[CH2:3][CH2:2]1. The yield is 0.830. (3) The reactants are [OH-].[Na+].[N:3]1([CH:9]2[CH2:14][CH2:13][N:12]([C:15](=[O:29])[CH2:16][CH2:17][C:18]3[N:19]([CH2:23][C:24]([O:26]CC)=[O:25])[CH:20]=[CH:21][N:22]=3)[CH2:11][CH2:10]2)[CH2:8][CH2:7][CH2:6][CH2:5][CH2:4]1.[ClH:30]. The catalyst is O. The product is [ClH:30].[N:3]1([CH:9]2[CH2:14][CH2:13][N:12]([C:15](=[O:29])[CH2:16][CH2:17][C:18]3[N:19]([CH2:23][C:24]([OH:26])=[O:25])[CH:20]=[CH:21][N:22]=3)[CH2:11][CH2:10]2)[CH2:8][CH2:7][CH2:6][CH2:5][CH2:4]1. The yield is 0.770. (4) The reactants are [N+:1]([C:4]1[CH:5]=[C:6]([C:10]2[CH:15]=[CH:14][CH:13]=[C:12]([C:16]([O:18][CH3:19])=[O:17])[CH:11]=2)[CH:7]=[CH:8][CH:9]=1)([O-])=O.C(O)(=O)C. The catalyst is C(O)C.O.[Fe]. The product is [NH2:1][C:4]1[CH:5]=[C:6]([C:10]2[CH:15]=[CH:14][CH:13]=[C:12]([C:16]([O:18][CH3:19])=[O:17])[CH:11]=2)[CH:7]=[CH:8][CH:9]=1. The yield is 0.670.